The task is: Predict the reactants needed to synthesize the given product.. This data is from Full USPTO retrosynthesis dataset with 1.9M reactions from patents (1976-2016). (1) Given the product [F:16][C:2]([F:1])([F:15])[C:3]1[CH:8]=[C:7]2[C:6]([CH:13]=[CH:14][CH:9]2[OH:12])=[CH:5][CH:4]=1, predict the reactants needed to synthesize it. The reactants are: [F:1][C:2]([F:16])([F:15])[C:3]1[CH:4]=[CH:5][C:6]([CH:13]=[CH2:14])=[C:7]([CH:9]([OH:12])C=C)[CH:8]=1. (2) Given the product [CH3:1][O:2][C:3]1[CH:4]=[C:5]([N:11]([C:12]2[C:21]3[C:16](=[CH:17][CH:18]=[C:19]([N+:22]([O-:24])=[O:23])[CH:20]=3)[N:15]=[C:14]([CH3:25])[N:13]=2)[CH3:26])[CH:6]=[CH:7][C:8]=1[O:9][CH3:10], predict the reactants needed to synthesize it. The reactants are: [CH3:1][O:2][C:3]1[CH:4]=[C:5]([NH:11][C:12]2[C:21]3[C:16](=[CH:17][CH:18]=[C:19]([N+:22]([O-:24])=[O:23])[CH:20]=3)[N:15]=[C:14]([CH3:25])[N:13]=2)[CH:6]=[CH:7][C:8]=1[O:9][CH3:10].[CH3:26]I.[H-].[Na+]. (3) Given the product [C:19]1([C:22]2[CH:23]=[CH:24][CH:25]=[CH:26][CH:27]=2)[CH:18]=[CH:17][C:16]([C:14]([NH:13][C@@H:5]([C:4]([OH:28])=[O:3])[CH2:6][CH2:7][C:8]([OH:10])=[O:9])=[O:15])=[CH:21][CH:20]=1, predict the reactants needed to synthesize it. The reactants are: C([O:3][C:4](=[O:28])[CH:5]([NH:13][C:14]([C:16]1[CH:21]=[CH:20][C:19]([C:22]2[CH:27]=[CH:26][CH:25]=[CH:24][CH:23]=2)=[CH:18][CH:17]=1)=[O:15])[CH2:6][CH2:7][C:8]([O:10]CC)=[O:9])C.CO.[OH-].[Na+]. (4) Given the product [CH3:14][O:15][C:16](=[O:38])[CH2:17][C:18]1[C:27]([CH3:28])=[C:26]([C:8]2[CH:9]=[CH:10][C:5]([S:2]([CH3:1])(=[O:4])=[O:3])=[CH:6][CH:7]=2)[C:25]2[C:20](=[CH:21][CH:22]=[C:23]([F:37])[CH:24]=2)[CH:19]=1, predict the reactants needed to synthesize it. The reactants are: [CH3:1][S:2]([C:5]1[CH:10]=[CH:9][C:8](B(O)O)=[CH:7][CH:6]=1)(=[O:4])=[O:3].[CH3:14][O:15][C:16](=[O:38])[CH2:17][C:18]1[C:27]([CH3:28])=[C:26](OS(C(F)(F)F)(=O)=O)[C:25]2[C:20](=[CH:21][CH:22]=[C:23]([F:37])[CH:24]=2)[CH:19]=1.C(=O)([O-])[O-].[Cs+].[Cs+].CN(C=O)C. (5) Given the product [F:1][CH:2]1[CH2:6][N:5]([C@@H:8]([C:10]2[CH:11]=[CH:12][CH:13]=[CH:14][CH:15]=2)[CH3:9])[CH2:4][C@@:3]1([CH3:23])[C:16]([O:18][C:19]([CH3:22])([CH3:21])[CH3:20])=[O:17], predict the reactants needed to synthesize it. The reactants are: [F:1][CH:2]1[C:6](=O)[N:5]([C@@H:8]([C:10]2[CH:15]=[CH:14][CH:13]=[CH:12][CH:11]=2)[CH3:9])[CH2:4][C@@:3]1([CH3:23])[C:16]([O:18][C:19]([CH3:22])([CH3:21])[CH3:20])=[O:17].B.